This data is from Full USPTO retrosynthesis dataset with 1.9M reactions from patents (1976-2016). The task is: Predict the reactants needed to synthesize the given product. (1) Given the product [OH:29][C@H:30]1[C@@H:37]2[N:33]([C:34](=[O:51])[N:13]([C:8]3[CH:9]=[C:10]4[C:5](=[CH:6][CH:7]=3)[N:4]=[C:3]([C:1]#[N:2])[CH:12]=[CH:11]4)[C:36]2=[O:38])[CH2:32][CH2:31]1, predict the reactants needed to synthesize it. The reactants are: [C:1]([C:3]1[CH:12]=[CH:11][C:10]2[C:5](=[CH:6][CH:7]=[C:8]([NH2:13])[CH:9]=2)[N:4]=1)#[N:2].N(C1C2CCCCC=2C(C#N)=CC=1)=C=O.[OH:29][C@H:30]1[C@@H:37]2[N:33]([C:34](=[O:51])N(C3C4CCCCC=4C(C#N)=CC=3)[C:36]2=[O:38])[CH2:32][CH2:31]1. (2) Given the product [Br:19][C:20]1[CH:21]=[C:22]2[C:26](=[CH:27][C:28]=1[Cl:29])[NH:25][N:24]=[C:23]2[NH:38][C:39](=[O:43])[CH2:40][CH2:41][CH3:42], predict the reactants needed to synthesize it. The reactants are: [F-].C([N+](CCCC)(CCCC)CCCC)CCC.[Br:19][C:20]1[CH:21]=[C:22]2[C:26](=[CH:27][C:28]=1[Cl:29])[N:25](COCC[Si](C)(C)C)[N:24]=[C:23]2[NH:38][C:39](=[O:43])[CH2:40][CH2:41][CH3:42].C(OCC)(=O)C. (3) Given the product [CH3:2][O:3][C:4]1[CH:5]=[C:6]([C:12]2[C:13]([CH3:25])([CH3:24])[C:14](=[O:23])[N:15]([CH:17]3[CH2:22][CH2:21][N:20]([C:34]([C:33]4[CH:32]=[N:31][CH:30]=[CH:29][C:28]=4[C:27]([F:38])([F:26])[F:37])=[O:35])[CH2:19][CH2:18]3)[N:16]=2)[CH:7]=[CH:8][C:9]=1[O:10][CH3:11], predict the reactants needed to synthesize it. The reactants are: Cl.[CH3:2][O:3][C:4]1[CH:5]=[C:6]([C:12]2[C:13]([CH3:25])([CH3:24])[C:14](=[O:23])[N:15]([CH:17]3[CH2:22][CH2:21][NH:20][CH2:19][CH2:18]3)[N:16]=2)[CH:7]=[CH:8][C:9]=1[O:10][CH3:11].[F:26][C:27]([F:38])([F:37])[C:28]1[C:33]([C:34](O)=[O:35])=[CH:32][N:31]=[CH:30][CH:29]=1. (4) Given the product [O:19]1[CH:29]=[N:21][N:20]=[C:18]1[C:15]1[N:16]=[N:17][C:12]([N:9]2[CH2:10][CH2:11][CH:6]([O:5][C:4]3[CH:22]=[CH:23][CH:24]=[CH:25][C:3]=3[C:2]([F:26])([F:1])[F:27])[CH2:7][CH2:8]2)=[CH:13][CH:14]=1, predict the reactants needed to synthesize it. The reactants are: [F:1][C:2]([F:27])([F:26])[C:3]1[CH:25]=[CH:24][CH:23]=[CH:22][C:4]=1[O:5][CH:6]1[CH2:11][CH2:10][N:9]([C:12]2[N:17]=[N:16][C:15]([C:18]([NH:20][NH2:21])=[O:19])=[CH:14][CH:13]=2)[CH2:8][CH2:7]1.O.[C:29]1(C)C=CC(S(O)(=O)=O)=CC=1.